This data is from Catalyst prediction with 721,799 reactions and 888 catalyst types from USPTO. The task is: Predict which catalyst facilitates the given reaction. (1) Reactant: [CH:1](=[O:9])[CH2:2][CH2:3][CH2:4]/[CH:5]=[CH:6]\[CH2:7][CH3:8]. Product: [CH2:1]([OH:9])[CH2:2][CH2:3][CH2:4]/[CH:5]=[CH:6]\[CH2:7][CH3:8]. The catalyst class is: 194. (2) Reactant: C(OC(=O)[NH:7][CH2:8][CH2:9][O:10][C:11]1[C:12]([I:18])=[N:13][C:14]([I:17])=[CH:15][CH:16]=1)(C)(C)C.Cl.O1CCOCC1. Product: [I:18][C:12]1[C:11]([O:10][CH2:9][CH2:8][NH2:7])=[CH:16][CH:15]=[C:14]([I:17])[N:13]=1. The catalyst class is: 4.